From a dataset of Catalyst prediction with 721,799 reactions and 888 catalyst types from USPTO. Predict which catalyst facilitates the given reaction. Reactant: [F:1][C@H:2]1[CH2:19][C@@:17]2([CH3:18])[C@@H:13]([CH2:14][CH2:15][C:16]2=[O:20])[C@H:12]2[C@H:3]1[C:4]1[CH:5]=[CH:6][C:7]([OH:27])=[CH:8][C:9]=1[CH2:10][C@H:11]2[CH2:21][CH2:22][CH2:23][CH2:24][CH2:25]I.[F:28][C:29]([C:34]([F:40])([F:39])[C:35]([F:38])([F:37])[F:36])=[CH:30][CH2:31][NH:32][CH3:33]. Product: [F:1][C@H:2]1[CH2:19][C@@:17]2([CH3:18])[C@@H:13]([CH2:14][CH2:15][C:16]2=[O:20])[C@H:12]2[C@H:3]1[C:4]1[CH:5]=[CH:6][C:7]([OH:27])=[CH:8][C:9]=1[CH2:10][C@H:11]2[CH2:21][CH2:22][CH2:23][CH2:24][CH2:25][N:32]([CH2:31][CH:30]=[C:29]([F:28])[C:34]([F:39])([F:40])[C:35]([F:36])([F:37])[F:38])[CH3:33]. The catalyst class is: 60.